Dataset: Forward reaction prediction with 1.9M reactions from USPTO patents (1976-2016). Task: Predict the product of the given reaction. Given the reactants Br[C:2]1[CH:7]=[CH:6][C:5]([N+:8]([O-:10])=[O:9])=[CH:4][C:3]=1[N+:11]([O-:13])=[O:12].[F:14][C:15]([F:26])([F:25])[C:16]1[CH:17]=[C:18](B(O)O)[CH:19]=[CH:20][CH:21]=1.C([O-])([O-])=O.[K+].[K+], predict the reaction product. The product is: [N+:11]([C:3]1[CH:4]=[C:5]([N+:8]([O-:10])=[O:9])[CH:6]=[CH:7][C:2]=1[C:20]1[CH:19]=[CH:18][CH:17]=[C:16]([C:15]([F:26])([F:25])[F:14])[CH:21]=1)([O-:13])=[O:12].